From a dataset of Forward reaction prediction with 1.9M reactions from USPTO patents (1976-2016). Predict the product of the given reaction. Given the reactants [CH:1]1([N:7]2[C:11]3[CH:12]=[CH:13][C:14]([CH2:16][N:17]4[CH2:22][CH2:21][CH2:20][CH2:19][CH2:18]4)=[CH:15][C:10]=3[N:9]=[C:8]2[NH2:23])[CH2:6][CH2:5][CH2:4][CH2:3][CH2:2]1.[N:24]1([C:29]2[CH:30]=[C:31]([CH:35]=[CH:36][CH:37]=2)[C:32](O)=[O:33])[CH:28]=[N:27][N:26]=[N:25]1.ON1C2C=CC=CC=2N=N1.Cl.CN(C)CCCN=C=N, predict the reaction product. The product is: [CH:1]1([N:7]2[C:11]3[CH:12]=[CH:13][C:14]([CH2:16][N:17]4[CH2:18][CH2:19][CH2:20][CH2:21][CH2:22]4)=[CH:15][C:10]=3[N:9]=[C:8]2[NH:23][C:32](=[O:33])[C:31]2[CH:35]=[CH:36][CH:37]=[C:29]([N:24]3[CH:28]=[N:27][N:26]=[N:25]3)[CH:30]=2)[CH2:2][CH2:3][CH2:4][CH2:5][CH2:6]1.